This data is from NCI-60 drug combinations with 297,098 pairs across 59 cell lines. The task is: Regression. Given two drug SMILES strings and cell line genomic features, predict the synergy score measuring deviation from expected non-interaction effect. Drug 1: C1=NC2=C(N=C(N=C2N1C3C(C(C(O3)CO)O)O)F)N. Drug 2: CN1C2=C(C=C(C=C2)N(CCCl)CCCl)N=C1CCCC(=O)O.Cl. Cell line: HT29. Synergy scores: CSS=-1.19, Synergy_ZIP=2.01, Synergy_Bliss=3.57, Synergy_Loewe=-2.09, Synergy_HSA=-1.32.